This data is from Drug-target binding data from BindingDB using IC50 measurements. The task is: Regression. Given a target protein amino acid sequence and a drug SMILES string, predict the binding affinity score between them. We predict pIC50 (pIC50 = -log10(IC50 in M); higher means more potent). Dataset: bindingdb_ic50. The small molecule is COC(=O)c1c(-c2cc(OC)c(OC)c(OC)c2)c2ccnc(OCc3ncccn3)c2c(=O)n1Cc1ccnc(C)c1. The target protein (P14099) has sequence MRRQPAASRDLFAQEPVPPGSGDGALQDALLSLGSVIDVAGLQQAVKEALSAVLPKVETVYTYLLDGESRLVCEEPPHELPQEGKVREAVISRKRLGCNGLGPSDLPGKPLARLVAPLAPDTQVLVIPLVDKEAGAVAAVILVHCGQLSDNEEWSLQAVEKHTLVALKRVQALQQRESSVAPEATQNPPEEAAGDQKGGVAYTNQDRKILQLCGELYDLDASSLQLKVLQYLQQETQASRCCLLLVSEDNLQLSCKVIGDKVLEEEISFPLTTGRLGQVVEDKKSIQLKDLTSEDMQQLQSMLGCEVQAMLCVPVISRATDQVVALACAFNKLGGDLFTDQDEHVIQHCFHYTSTVLTSTLAFQKEQKLKCECQALLQVAKNLFTHLDDVSVLLQEIITEARNLSNAEICSVFLLDQNELVAKVFDGGVVEDESYEIRIPADQGIAGHVATTGQILNIPDAYAHPLFYRGVDDSTGFRTRNILCFPIKNENQEVIGVAEL.... The pIC50 is 4.0.